The task is: Regression. Given two drug SMILES strings and cell line genomic features, predict the synergy score measuring deviation from expected non-interaction effect.. This data is from NCI-60 drug combinations with 297,098 pairs across 59 cell lines. (1) Drug 1: C1CNP(=O)(OC1)N(CCCl)CCCl. Drug 2: CC(C)CN1C=NC2=C1C3=CC=CC=C3N=C2N. Cell line: NCI-H460. Synergy scores: CSS=2.07, Synergy_ZIP=0.00164, Synergy_Bliss=0.375, Synergy_Loewe=0.648, Synergy_HSA=-0.0182. (2) Drug 1: COC1=CC(=CC(=C1O)OC)C2C3C(COC3=O)C(C4=CC5=C(C=C24)OCO5)OC6C(C(C7C(O6)COC(O7)C8=CC=CS8)O)O. Drug 2: CS(=O)(=O)CCNCC1=CC=C(O1)C2=CC3=C(C=C2)N=CN=C3NC4=CC(=C(C=C4)OCC5=CC(=CC=C5)F)Cl. Cell line: SW-620. Synergy scores: CSS=39.3, Synergy_ZIP=8.79, Synergy_Bliss=7.51, Synergy_Loewe=-16.9, Synergy_HSA=4.58. (3) Drug 1: C1=NC2=C(N=C(N=C2N1C3C(C(C(O3)CO)O)F)Cl)N. Drug 2: CC1C(C(CC(O1)OC2CC(CC3=C2C(=C4C(=C3O)C(=O)C5=C(C4=O)C(=CC=C5)OC)O)(C(=O)CO)O)N)O.Cl. Cell line: MDA-MB-231. Synergy scores: CSS=30.7, Synergy_ZIP=-7.31, Synergy_Bliss=-4.86, Synergy_Loewe=-3.58, Synergy_HSA=-2.06. (4) Drug 1: CS(=O)(=O)CCNCC1=CC=C(O1)C2=CC3=C(C=C2)N=CN=C3NC4=CC(=C(C=C4)OCC5=CC(=CC=C5)F)Cl. Drug 2: CC1(CCCN1)C2=NC3=C(C=CC=C3N2)C(=O)N. Cell line: NCIH23. Synergy scores: CSS=13.2, Synergy_ZIP=2.00, Synergy_Bliss=1.97, Synergy_Loewe=-14.4, Synergy_HSA=2.99. (5) Drug 1: C#CCC(CC1=CN=C2C(=N1)C(=NC(=N2)N)N)C3=CC=C(C=C3)C(=O)NC(CCC(=O)O)C(=O)O. Drug 2: C1CN(P(=O)(OC1)NCCCl)CCCl. Cell line: RXF 393. Synergy scores: CSS=-1.10, Synergy_ZIP=0.671, Synergy_Bliss=-0.155, Synergy_Loewe=-4.38, Synergy_HSA=-4.38. (6) Drug 1: CN1CCC(CC1)COC2=C(C=C3C(=C2)N=CN=C3NC4=C(C=C(C=C4)Br)F)OC. Drug 2: CC1=C(N=C(N=C1N)C(CC(=O)N)NCC(C(=O)N)N)C(=O)NC(C(C2=CN=CN2)OC3C(C(C(C(O3)CO)O)O)OC4C(C(C(C(O4)CO)O)OC(=O)N)O)C(=O)NC(C)C(C(C)C(=O)NC(C(C)O)C(=O)NCCC5=NC(=CS5)C6=NC(=CS6)C(=O)NCCC[S+](C)C)O. Cell line: OVCAR-4. Synergy scores: CSS=10.5, Synergy_ZIP=-5.30, Synergy_Bliss=-6.24, Synergy_Loewe=-4.07, Synergy_HSA=-3.15. (7) Drug 1: COC1=CC(=CC(=C1O)OC)C2C3C(COC3=O)C(C4=CC5=C(C=C24)OCO5)OC6C(C(C7C(O6)COC(O7)C8=CC=CS8)O)O. Drug 2: CC1=C(C(=CC=C1)Cl)NC(=O)C2=CN=C(S2)NC3=CC(=NC(=N3)C)N4CCN(CC4)CCO. Cell line: COLO 205. Synergy scores: CSS=34.9, Synergy_ZIP=5.32, Synergy_Bliss=6.03, Synergy_Loewe=-3.59, Synergy_HSA=0.615.